From a dataset of Full USPTO retrosynthesis dataset with 1.9M reactions from patents (1976-2016). Predict the reactants needed to synthesize the given product. Given the product [CH2:2]([O:9][C:10]1[CH:11]=[C:12]([C:16]2([F:22])[CH2:17][CH2:18][N:19]([CH2:25][CH2:24][C:23]([O:27][CH3:28])=[O:26])[CH2:20][CH2:21]2)[CH:13]=[CH:14][CH:15]=1)[C:3]1[CH:4]=[CH:5][CH:6]=[CH:7][CH:8]=1, predict the reactants needed to synthesize it. The reactants are: Cl.[CH2:2]([O:9][C:10]1[CH:11]=[C:12]([C:16]2([F:22])[CH2:21][CH2:20][NH:19][CH2:18][CH2:17]2)[CH:13]=[CH:14][CH:15]=1)[C:3]1[CH:8]=[CH:7][CH:6]=[CH:5][CH:4]=1.[C:23]([O:27][CH3:28])(=[O:26])[CH:24]=[CH2:25].